From a dataset of Full USPTO retrosynthesis dataset with 1.9M reactions from patents (1976-2016). Predict the reactants needed to synthesize the given product. (1) Given the product [F:21][C:22]1[CH:23]=[C:24]([C:2]2[C:6]([CH3:7])=[C:5]([C:8]3[CH:9]=[CH:10][C:11]([OH:14])=[CH:12][CH:13]=3)[S:4][C:3]=2[CH:16]=[O:20])[CH:25]=[CH:26][C:27]=1[OH:28], predict the reactants needed to synthesize it. The reactants are: Br[C:2]1[C:6]([CH3:7])=[C:5]([C:8]2[CH:13]=[CH:12][C:11]([O:14]C)=[CH:10][CH:9]=2)[S:4][C:3]=1[CH:16]1[O:20]CCO1.[F:21][C:22]1[CH:23]=[C:24](B(O)O)[CH:25]=[CH:26][C:27]=1[O:28]C. (2) Given the product [OH:1][C@@H:2]([C@H:4]1[C:25](=[O:26])[N:6]2[C:7]([C:12]([O:14][CH2:15][C:16]3[CH:21]=[CH:20][C:19]([N+:22]([O-:24])=[O:23])=[CH:18][CH:17]=3)=[O:13])=[C:8]([C:43]3[S:42][C:41]4=[C:37]([C:35]([C:31]5[CH:32]=[N:33][CH:34]=[C:29]([S:28][CH3:27])[CH:30]=5)=[O:36])[N:38]=[CH:39][N:40]4[CH:44]=3)[C@H:9]([CH3:10])[C@H:5]12)[CH3:3], predict the reactants needed to synthesize it. The reactants are: [OH:1][C@@H:2]([C@H:4]1[C:25](=[O:26])[N:6]2[C@@H:7]([C:12]([O:14][CH2:15][C:16]3[CH:21]=[CH:20][C:19]([N+:22]([O-:24])=[O:23])=[CH:18][CH:17]=3)=[O:13])[C:8](=O)[C@H:9]([CH3:10])[C@H:5]12)[CH3:3].[CH3:27][S:28][C:29]1[CH:30]=[C:31]([C:35]([C:37]2[N:38]=[CH:39][N:40]3[CH:44]=[C:43]([Sn](CCCC)(CCCC)CCCC)[S:42][C:41]=23)=[O:36])[CH:32]=[N:33][CH:34]=1. (3) Given the product [Br:1][C:2]1[C:3]([C:9]([F:10])([F:11])[F:12])=[CH:4][C:5]([OH:8])=[C:6]([N+:18]([O-:20])=[O:19])[CH:7]=1, predict the reactants needed to synthesize it. The reactants are: [Br:1][C:2]1[CH:7]=[CH:6][C:5]([OH:8])=[CH:4][C:3]=1[C:9]([F:12])([F:11])[F:10].S(=O)(=O)(O)O.[N+:18]([O-])([OH:20])=[O:19]. (4) The reactants are: [CH2:1]([O:3][CH2:4][CH2:5][CH2:6][NH:7][C:8](=[O:25])[CH:9]([NH:14][C:15]1[CH:20]=[C:19]([CH2:21][CH2:22][CH3:23])[N:18]=[C:17](Cl)[N:16]=1)[CH2:10][CH:11]([CH3:13])[CH3:12])[CH3:2].[F:26][C:27]([F:39])([F:38])[O:28][C:29]1[CH:34]=[CH:33][C:32](B(O)O)=[CH:31][CH:30]=1.C(=O)([O-])[O-].[Na+].[Na+]. Given the product [CH2:1]([O:3][CH2:4][CH2:5][CH2:6][NH:7][C:8](=[O:25])[CH:9]([NH:14][C:15]1[CH:20]=[C:19]([CH2:21][CH2:22][CH3:23])[N:18]=[C:17]([C:32]2[CH:31]=[CH:30][C:29]([O:28][C:27]([F:26])([F:38])[F:39])=[CH:34][CH:33]=2)[N:16]=1)[CH2:10][CH:11]([CH3:13])[CH3:12])[CH3:2], predict the reactants needed to synthesize it. (5) Given the product [Cl:10][C:5]1[CH:6]=[C:7]([CH2:8][NH:9][C:12](=[O:13])[CH3:11])[C:2]([Cl:1])=[CH:3][N:4]=1, predict the reactants needed to synthesize it. The reactants are: [Cl:1][C:2]1[CH:3]=[N:4][C:5]([Cl:10])=[CH:6][C:7]=1[C:8]#[N:9].[CH3:11][C:12](OC(C)=O)=[O:13].CC(O)=O. (6) Given the product [CH3:15][S:16]([NH:1][C:2]1[CH:7]=[CH:6][N:5]=[CH:4][CH:3]=1)(=[O:18])=[O:17], predict the reactants needed to synthesize it. The reactants are: [NH2:1][C:2]1[CH:7]=[CH:6][N:5]=[CH:4][CH:3]=1.C(N(CC)CC)C.[CH3:15][S:16](Cl)(=[O:18])=[O:17]. (7) Given the product [C:9]([C:8]([S:14]([CH2:17][C@:28]([NH:30][S@@:31]([C:33]([CH3:34])([CH3:36])[CH3:35])=[O:32])([C:20]1[CH:21]=[C:22]([N+:25]([O-:27])=[O:26])[CH:23]=[CH:24][C:19]=1[F:18])[CH3:29])(=[O:15])=[O:16])([CH2:11][CH:12]=[CH2:13])[CH2:7][F:6])#[N:10], predict the reactants needed to synthesize it. The reactants are: C([Li])CCC.[F:6][CH2:7][C:8]([S:14]([CH3:17])(=[O:16])=[O:15])([CH2:11][CH:12]=[CH2:13])[C:9]#[N:10].[F:18][C:19]1[CH:24]=[CH:23][C:22]([N+:25]([O-:27])=[O:26])=[CH:21][C:20]=1/[C:28](=[N:30]/[S@@:31]([C:33]([CH3:36])([CH3:35])[CH3:34])=[O:32])/[CH3:29].C[Al](C)C. (8) Given the product [Br:19][C:11]1[C:12]2[CH:18]=[CH:17][CH:16]=[CH:15][C:13]=2[S:14][C:10]=1[C:8]([N:7]([CH2:6][C:5]1[CH:20]=[CH:21][C:2]([F:1])=[CH:3][CH:4]=1)[CH2:26][CH:25]=[CH2:24])=[O:9], predict the reactants needed to synthesize it. The reactants are: [F:1][C:2]1[CH:21]=[CH:20][C:5]([CH2:6][NH:7][C:8]([C:10]2[S:14][C:13]3[CH:15]=[CH:16][CH:17]=[CH:18][C:12]=3[C:11]=2[Br:19])=[O:9])=[CH:4][CH:3]=1.[H-].[Na+].[CH2:24](Br)[CH:25]=[CH2:26]. (9) Given the product [S:1]1[C:2]([CH:10]2[CH:18]([C:17]([NH:34][C:33]3[CH:35]=[CH:36][CH:37]=[C:31]([O:30][CH3:29])[CH:32]=3)=[O:28])[C:19]3[C:20](=[CH:24][CH:25]=[CH:26][CH:27]=3)[C:21](=[O:23])[N:16]2[CH2:15][CH2:14][O:13][CH3:12])=[CH:3][C:4]2[CH:9]=[CH:8][CH:7]=[CH:6][C:5]1=2, predict the reactants needed to synthesize it. The reactants are: [S:1]1[C:5]2[CH:6]=[CH:7][CH:8]=[CH:9][C:4]=2[CH:3]=[C:2]1[CH:10]=O.[CH3:12][O:13][CH2:14][CH2:15][NH2:16].[C:17]1(=[O:28])[O:23][C:21](=O)[C:20]2=[CH:24][CH:25]=[CH:26][CH:27]=[C:19]2[CH2:18]1.[CH3:29][O:30][C:31]1[CH:32]=[C:33]([CH:35]=[CH:36][CH:37]=1)[NH2:34]. (10) Given the product [F:14][C:15]([F:23])([F:24])[C:16]1[CH2:25][O:1][C:2]2[CH:11]=[CH:10][C:9]3[C:4](=[CH:5][CH:6]=[CH:7][CH:8]=3)[C:3]=2[C:17]=1[C:18]([O:20][CH2:21][CH3:22])=[O:19], predict the reactants needed to synthesize it. The reactants are: [OH:1][C:2]1[CH:11]=[CH:10][C:9]2[C:4](=[CH:5][CH:6]=[CH:7][CH:8]=2)[C:3]=1C=O.[F:14][C:15]([F:24])([F:23])/[CH:16]=[CH:17]/[C:18]([O:20][CH2:21][CH3:22])=[O:19].[C:25]([O-])([O-])=O.[K+].[K+].